Dataset: Reaction yield outcomes from USPTO patents with 853,638 reactions. Task: Predict the reaction yield, written as a fraction of the theoretical maximum amount of product (1.0 means a 100% yield; for example, 0.34 means a 34% yield). (1) The reactants are Br[C:2]1[CH:3]=[C:4]2[C:9](=[CH:10][CH:11]=1)[N:8]=[CH:7][N:6]([CH3:12])[C:5]2=[O:13].[B:14]1([B:14]2[O:18][C:17]([CH3:20])([CH3:19])[C:16]([CH3:22])([CH3:21])[O:15]2)[O:18][C:17]([CH3:20])([CH3:19])[C:16]([CH3:22])([CH3:21])[O:15]1.C([O-])(=O)C.[K+].O. The catalyst is C(OCC)(=O)C. The product is [CH3:12][N:6]1[C:5](=[O:13])[C:4]2[C:9](=[CH:10][CH:11]=[C:2]([B:14]3[O:18][C:17]([CH3:20])([CH3:19])[C:16]([CH3:22])([CH3:21])[O:15]3)[CH:3]=2)[N:8]=[CH:7]1. The yield is 0.930. (2) The reactants are [Cl-].O[NH3+:3].[C:4](=[O:7])([O-])[OH:5].[Na+].CS(C)=O.[CH2:13]([C:17]1[N:22]2[N:23]=[CH:24][N:25]=[C:21]2[N:20]([CH:26]2[CH2:35][CH2:34][C:29]3([O:33][CH2:32][CH2:31][O:30]3)[CH2:28][CH2:27]2)[C:19](=[O:36])[C:18]=1[CH2:37][C:38]1[CH:43]=[CH:42][C:41]([C:44]2[C:45]([C:50]#[N:51])=[CH:46][CH:47]=[CH:48][CH:49]=2)=[CH:40][CH:39]=1)[CH2:14][CH2:15][CH3:16]. The catalyst is C(OCC)(=O)C. The product is [CH2:13]([C:17]1[N:22]2[N:23]=[CH:24][N:25]=[C:21]2[N:20]([CH:26]2[CH2:27][CH2:28][C:29]3([O:33][CH2:32][CH2:31][O:30]3)[CH2:34][CH2:35]2)[C:19](=[O:36])[C:18]=1[CH2:37][C:38]1[CH:39]=[CH:40][C:41]([C:44]2[CH:49]=[CH:48][CH:47]=[CH:46][C:45]=2[C:50]2[NH:3][C:4](=[O:7])[O:5][N:51]=2)=[CH:42][CH:43]=1)[CH2:14][CH2:15][CH3:16]. The yield is 0.720. (3) The reactants are C(Cl)(=O)C(Cl)=O.CS(C)=O.[Cl:11][C:12]1[C:20]2[C:16](=[CH:17][N:18]([CH3:21])[N:19]=2)[C:15]([CH2:22][OH:23])=[CH:14][CH:13]=1.C(N(CC)CC)C.[Cl-].[NH4+]. The catalyst is ClCCl. The product is [Cl:11][C:12]1[C:20]2[C:16](=[CH:17][N:18]([CH3:21])[N:19]=2)[C:15]([CH:22]=[O:23])=[CH:14][CH:13]=1. The yield is 0.910.